Dataset: Catalyst prediction with 721,799 reactions and 888 catalyst types from USPTO. Task: Predict which catalyst facilitates the given reaction. Reactant: [CH2:1]([NH:3][C:4](=[O:37])[NH:5][C:6]1[CH:7]=[C:8]([NH:26]C(=O)OCC2C=CC=CC=2)[CH:9]=[N:10][C:11]=1[S:12](=[O:25])(=[O:24])[NH:13][C:14]1[CH:15]=[CH:16][C:17]2[CH2:21][O:20][B:19]([OH:22])[C:18]=2[CH:23]=1)[CH3:2]. Product: [NH2:26][C:8]1[CH:7]=[C:6]([NH:5][C:4]([NH:3][CH2:1][CH3:2])=[O:37])[C:11]([S:12]([NH:13][C:14]2[CH:15]=[CH:16][C:17]3[CH2:21][O:20][B:19]([OH:22])[C:18]=3[CH:23]=2)(=[O:25])=[O:24])=[N:10][CH:9]=1. The catalyst class is: 19.